From a dataset of NCI-60 drug combinations with 297,098 pairs across 59 cell lines. Regression. Given two drug SMILES strings and cell line genomic features, predict the synergy score measuring deviation from expected non-interaction effect. (1) Drug 1: CC1=C(C=C(C=C1)C(=O)NC2=CC(=CC(=C2)C(F)(F)F)N3C=C(N=C3)C)NC4=NC=CC(=N4)C5=CN=CC=C5. Drug 2: CC12CCC3C(C1CCC2OP(=O)(O)O)CCC4=C3C=CC(=C4)OC(=O)N(CCCl)CCCl.[Na+]. Cell line: KM12. Synergy scores: CSS=9.24, Synergy_ZIP=-0.847, Synergy_Bliss=4.50, Synergy_Loewe=2.86, Synergy_HSA=2.95. (2) Drug 1: C1=CC=C(C(=C1)C(C2=CC=C(C=C2)Cl)C(Cl)Cl)Cl. Drug 2: C1CCC(C(C1)N)N.C(=O)(C(=O)[O-])[O-].[Pt+4]. Cell line: MCF7. Synergy scores: CSS=31.9, Synergy_ZIP=-8.71, Synergy_Bliss=-0.199, Synergy_Loewe=-19.4, Synergy_HSA=2.43. (3) Drug 1: C1=CC(=CC=C1CCCC(=O)O)N(CCCl)CCCl. Drug 2: COC1=NC(=NC2=C1N=CN2C3C(C(C(O3)CO)O)O)N. Cell line: MOLT-4. Synergy scores: CSS=90.1, Synergy_ZIP=3.07, Synergy_Bliss=2.97, Synergy_Loewe=1.09, Synergy_HSA=4.34. (4) Drug 1: CN(C)C1=NC(=NC(=N1)N(C)C)N(C)C. Drug 2: C1CN(P(=O)(OC1)NCCCl)CCCl. Cell line: U251. Synergy scores: CSS=-1.48, Synergy_ZIP=0.547, Synergy_Bliss=0.182, Synergy_Loewe=-2.08, Synergy_HSA=-2.31.